From a dataset of Merck oncology drug combination screen with 23,052 pairs across 39 cell lines. Regression. Given two drug SMILES strings and cell line genomic features, predict the synergy score measuring deviation from expected non-interaction effect. Drug 1: CC1(c2nc3c(C(N)=O)cccc3[nH]2)CCCN1. Drug 2: Cn1cc(-c2cnn3c(N)c(Br)c(C4CCCNC4)nc23)cn1. Cell line: LNCAP. Synergy scores: synergy=-40.6.